Predict the reactants needed to synthesize the given product. From a dataset of Full USPTO retrosynthesis dataset with 1.9M reactions from patents (1976-2016). (1) Given the product [ClH:1].[ClH:1].[CH2:3]([O:10][C:11](=[O:19])[CH2:12][C@H:13]([NH2:18])[CH2:14][N:15]([CH3:16])[CH3:17])[C:4]1[CH:9]=[CH:8][CH:7]=[CH:6][CH:5]=1, predict the reactants needed to synthesize it. The reactants are: [ClH:1].Cl.[CH2:3]([O:10][C:11](=[O:19])[CH2:12][C@@H:13]([NH2:18])[CH2:14][N:15]([CH3:17])[CH3:16])[C:4]1[CH:9]=[CH:8][CH:7]=[CH:6][CH:5]=1.C(OC(=O)C[C@@H](C(O)=O)NC(OC(C)(C)C)=O)C1C=CC=CC=1. (2) Given the product [NH2:20][CH:19]([CH2:18][C:15]1[CH:16]=[CH:17][C:12]([C:8]2[CH:9]=[CH:10][CH:11]=[C:6]([Cl:5])[CH:7]=2)=[CH:13][C:14]=1[F:21])[CH2:28][C:29]([O:31][CH2:32][CH3:33])=[O:30], predict the reactants needed to synthesize it. The reactants are: BrCCBr.[Cl:5][C:6]1[CH:7]=[C:8]([C:12]2[CH:17]=[CH:16][C:15]([CH2:18][C:19]#[N:20])=[C:14]([F:21])[CH:13]=2)[CH:9]=[CH:10][CH:11]=1.BrCC([O-])=O.Br[CH2:28][C:29]([O:31][CH2:32][CH3:33])=[O:30].C(O[BH-](OC(=O)C)OC(=O)C)(=O)C.[Na+].